The task is: Predict the reactants needed to synthesize the given product.. This data is from Full USPTO retrosynthesis dataset with 1.9M reactions from patents (1976-2016). (1) Given the product [CH3:42][N:39]1[CH2:38][CH2:37][CH:36]([C:34]([NH:33][C:28]2[C:27]3[C:31](=[CH:32][C:24]([NH:23][C:20]([C:18]4[CH:17]=[CH:16][C:14]5[N:15]=[C:11]([NH:10][C:5]6[CH:6]=[CH:7][CH:8]=[CH:9][C:4]=6[CH:1]([CH3:2])[CH3:3])[NH:12][C:13]=5[CH:19]=4)=[O:21])=[CH:25][CH:26]=3)[NH:30][N:29]=2)=[O:35])[CH2:41][CH2:40]1, predict the reactants needed to synthesize it. The reactants are: [CH:1]([C:4]1[CH:9]=[CH:8][CH:7]=[CH:6][C:5]=1[NH:10][C:11]1[NH:12][C:13]2[CH:19]=[C:18]([C:20](O)=[O:21])[CH:17]=[CH:16][C:14]=2[N:15]=1)([CH3:3])[CH3:2].[NH2:23][C:24]1[CH:32]=[C:31]2[C:27]([C:28]([NH:33][C:34]([CH:36]3[CH2:41][CH2:40][N:39]([CH3:42])[CH2:38][CH2:37]3)=[O:35])=[N:29][NH:30]2)=[CH:26][CH:25]=1.CN(C(ON1N=NC2C=CC=CC1=2)=[N+](C)C)C.F[P-](F)(F)(F)(F)F. (2) Given the product [N:1]1([C:6]2[N:11]=[CH:10][C:9]([CH2:12][C:13]([N:15]3[CH2:41][CH2:40][N:18]4[CH2:19][C@H:20]([C:30]5[C:31]([CH3:39])=[C:32]([C:33]([F:36])=[CH:34][CH:35]=5)[C:37]#[N:38])[NH:21][CH2:22][C@@H:17]4[CH2:16]3)=[O:14])=[CH:8][N:7]=2)[CH:5]=[N:4][N:3]=[N:2]1, predict the reactants needed to synthesize it. The reactants are: [N:1]1([C:6]2[N:11]=[CH:10][C:9]([CH2:12][C:13]([N:15]3[CH2:41][CH2:40][N:18]4[CH2:19][C@H:20]([C:30]5[CH:35]=[CH:34][C:33]([F:36])=[C:32]([C:37]#[N:38])[C:31]=5[CH3:39])[N:21](C(OC(C)(C)C)=O)[CH2:22][C@@H:17]4[CH2:16]3)=[O:14])=[CH:8][N:7]=2)[CH:5]=[N:4][N:3]=[N:2]1.C1(SC)C=CC=CC=1.FC(F)(F)C(O)=O. (3) Given the product [Cl:16][C:14]1[CH:15]=[C:10]2[N:9]=[C:8]([C:5]3[CH:6]=[CH:7][C:2]([C:31]4[CH:32]=[CH:33][C:34]([CH3:36])=[CH:35][C:30]=4[CH3:29])=[CH:3][CH:4]=3)[N:17]([CH2:18][C@@H:19]3[CH2:23][CH2:22][N:21]([C:24]([CH:26]4[CH2:28][CH2:27]4)=[O:25])[CH2:20]3)[C:11]2=[N:12][CH:13]=1, predict the reactants needed to synthesize it. The reactants are: Br[C:2]1[CH:7]=[CH:6][C:5]([C:8]2[N:17]([CH2:18][C@@H:19]3[CH2:23][CH2:22][N:21]([C:24]([CH:26]4[CH2:28][CH2:27]4)=[O:25])[CH2:20]3)[C:11]3=[N:12][CH:13]=[C:14]([Cl:16])[CH:15]=[C:10]3[N:9]=2)=[CH:4][CH:3]=1.[CH3:29][C:30]1[CH:35]=[C:34]([CH3:36])[CH:33]=[CH:32][C:31]=1B(O)O. (4) Given the product [ClH:19].[F:1][C:2]12[CH2:10][CH:6]3[CH2:7][CH:8]([CH2:9]1)[C:4]([NH2:11])([CH2:5]3)[CH2:3]2, predict the reactants needed to synthesize it. The reactants are: [F:1][C:2]12[CH2:10][CH:6]3[CH2:7][CH:8]([CH2:9]1)[C:4]([NH:11]C(=O)OC(C)(C)C)([CH2:5]3)[CH2:3]2.[ClH:19]. (5) Given the product [O:33]1[CH:37]2[O:38][CH2:39][CH2:40][CH:36]2[C@@H:35]([O:41][C:42]([N:15]2[CH2:16][CH2:17][CH:12]([N:11]([C:10]3[CH:9]=[C:8]([C:27]#[C:28][C:29]([CH3:32])([CH3:30])[CH3:31])[S:7][C:6]=3[C:4]([OH:3])=[O:5])[C:18]([CH:20]3[CH2:25][CH2:24][CH:23]([CH3:26])[CH2:22][CH2:21]3)=[O:19])[CH2:13][CH2:14]2)=[O:52])[CH2:34]1, predict the reactants needed to synthesize it. The reactants are: Cl.C[O:3][C:4]([C:6]1[S:7][C:8]([C:27]#[C:28][C:29]([CH3:32])([CH3:31])[CH3:30])=[CH:9][C:10]=1[N:11]([C:18]([CH:20]1[CH2:25][CH2:24][CH:23]([CH3:26])[CH2:22][CH2:21]1)=[O:19])[CH:12]1[CH2:17][CH2:16][NH:15][CH2:14][CH2:13]1)=[O:5].[O:33]1[CH:37]2[O:38][CH2:39][CH2:40][CH:36]2[C@@H:35]([O:41][C:42](=[O:52])C2C=CC([N+]([O-])=O)=CC=2)[CH2:34]1.O1CCC(O)CC1. (6) Given the product [C:1]1([CH:7]([NH:14][CH2:15][C@@H:16]([NH:18][C:19](=[O:25])[O:20][C:21]([CH3:24])([CH3:23])[CH3:22])[CH3:17])[C:8]2[CH:13]=[CH:12][CH:11]=[CH:10][CH:9]=2)[CH:6]=[CH:5][CH:4]=[CH:3][CH:2]=1, predict the reactants needed to synthesize it. The reactants are: [C:1]1([CH:7]([NH:14][C:15](=O)[C@@H:16]([NH:18][C:19](=[O:25])[O:20][C:21]([CH3:24])([CH3:23])[CH3:22])[CH3:17])[C:8]2[CH:13]=[CH:12][CH:11]=[CH:10][CH:9]=2)[CH:6]=[CH:5][CH:4]=[CH:3][CH:2]=1.CO. (7) Given the product [CH3:22][O:23][C:24]1[CH:25]=[C:26]([C:33]2[O:34][C:35]([C:4](=[O:20])[CH:5]([O:18][CH3:19])[C:6]3[CH:7]=[CH:8][C:9]([C:12]4[O:13][C:14]([CH3:17])=[N:15][N:16]=4)=[CH:10][CH:11]=3)=[CH:36][CH:37]=2)[CH:27]=[C:28]([O:31][CH3:32])[C:29]=1[CH3:30], predict the reactants needed to synthesize it. The reactants are: CON(C)[C:4](=[O:20])[CH:5]([O:18][CH3:19])[C:6]1[CH:11]=[CH:10][C:9]([C:12]2[O:13][C:14]([CH3:17])=[N:15][N:16]=2)=[CH:8][CH:7]=1.[CH3:22][O:23][C:24]1[CH:25]=[C:26]([C:33]2[O:34][CH:35]=[CH:36][CH:37]=2)[CH:27]=[C:28]([O:31][CH3:32])[C:29]=1[CH3:30].